This data is from Forward reaction prediction with 1.9M reactions from USPTO patents (1976-2016). The task is: Predict the product of the given reaction. (1) Given the reactants [C:1]([O-:10])(=[O:9])[CH:2]([CH2:6][CH2:7][CH3:8])[CH2:3][CH2:4][CH3:5].O.[C:12]([O-:21])(=[O:20])[CH:13]([CH2:17][CH2:18][CH3:19])[CH2:14][CH2:15][CH3:16].[Mg+2:22].C([O-])(=O)C(CCC)CCC, predict the reaction product. The product is: [C:1]([O-:10])(=[O:9])[CH:2]([CH2:6][CH2:7][CH3:8])[CH2:3][CH2:4][CH3:5].[Mg+2:22].[C:12]([O-:21])(=[O:20])[CH:13]([CH2:17][CH2:18][CH3:19])[CH2:14][CH2:15][CH3:16]. (2) Given the reactants Cl.[F:2][C:3]1[CH:4]=[C:5]([CH:8]=[CH:9][C:10]=1[NH:11][S:12]([CH3:15])(=[O:14])=[O:13])[CH2:6][NH2:7].CN1CCOCC1.[CH3:23][O:24][C:25]1[N:30]=[CH:29][C:28]([CH:31]=[CH:32][C:33](O)=[O:34])=[C:27]([C:36]([F:39])([F:38])[F:37])[CH:26]=1.O.[Cl-].COC1N=C(OC)N=C([N+]2(C)CCOCC2)N=1, predict the reaction product. The product is: [F:2][C:3]1[CH:4]=[C:5]([CH:8]=[CH:9][C:10]=1[NH:11][S:12]([CH3:15])(=[O:14])=[O:13])[CH2:6][NH:7][C:33](=[O:34])[CH:32]=[CH:31][C:28]1[CH:29]=[N:30][C:25]([O:24][CH3:23])=[CH:26][C:27]=1[C:36]([F:38])([F:37])[F:39]. (3) Given the reactants [Li]CCCC.Br[C:7]1[C:12]([CH3:13])=[CH:11][C:10]([Br:14])=[CH:9][N:8]=1.CN([CH:18]=[O:19])C, predict the reaction product. The product is: [Br:14][C:10]1[CH:11]=[C:12]([CH3:13])[C:7]([CH:18]=[O:19])=[N:8][CH:9]=1. (4) Given the reactants Cl[C:2]1[CH:3]=[CH:4][CH:5]=[C:6]2[C:11]=1[N:10]=[C:9]([C:12]1[CH:17]=[CH:16]C=CN=1)[C:8]([CH3:18])=[C:7]2[NH:19][C:20]1[CH:25]=[CH:24][CH:23]=[C:22]([N:26]2[CH2:31][CH2:30][O:29][CH2:28][CH2:27]2)[N:21]=1.C1(P(C2CCCCC2)C2C=CC=CC=2C2C(C(C)C)=CC(C(C)C)=CC=2C(C)C)CCCCC1.C([Sn]([C:79]#[N:80])(CCCC)CCCC)CCC.C[N:82]1[CH2:86][CH2:85]CC1=O, predict the reaction product. The product is: [CH3:5][C:6]1[C:11]([C:2]2[CH:3]=[CH:4][CH:85]=[CH:86][N:82]=2)=[N:10][C:9]2[C:8]([C:7]=1[NH:19][C:20]1[CH:25]=[CH:24][CH:23]=[C:22]([N:26]3[CH2:31][CH2:30][O:29][CH2:28][CH2:27]3)[N:21]=1)=[CH:18][CH:16]=[CH:17][C:12]=2[C:79]#[N:80]. (5) Given the reactants [Br:1][C:2]1[C:3]([NH:22][S:23]([CH3:26])(=[O:25])=[O:24])=[CH:4][C:5]2[O:9][C:8]([C:10]3[CH:15]=[CH:14][C:13]([F:16])=[CH:12][CH:11]=3)=[C:7]([C:17]([O:19]C)=[O:18])[C:6]=2[CH:21]=1.O[Li].O.Cl, predict the reaction product. The product is: [Br:1][C:2]1[C:3]([NH:22][S:23]([CH3:26])(=[O:24])=[O:25])=[CH:4][C:5]2[O:9][C:8]([C:10]3[CH:15]=[CH:14][C:13]([F:16])=[CH:12][CH:11]=3)=[C:7]([C:17]([OH:19])=[O:18])[C:6]=2[CH:21]=1.